Task: Predict the reaction yield, written as a fraction of the theoretical maximum amount of product (1.0 means a 100% yield; for example, 0.34 means a 34% yield).. Dataset: Reaction yield outcomes from USPTO patents with 853,638 reactions The reactants are Cl[CH2:2][C:3]([NH:5][C:6]1[CH:25]=[CH:24][C:9]2[N:10]=[C:11]([NH:14][C@H:15]3[C:23]4[C:18](=[CH:19][CH:20]=[CH:21][CH:22]=4)[CH2:17][CH2:16]3)[O:12][CH2:13][C:8]=2[CH:7]=1)=[O:4].[NH:26]1[CH2:31][CH2:30][O:29][CH2:28][CH2:27]1. No catalyst specified. The product is [C@H:15]1([NH:14][C:11]2[O:12][CH2:13][C:8]3[CH:7]=[C:6]([NH:5][C:3](=[O:4])[CH2:2][N:26]4[CH2:31][CH2:30][O:29][CH2:28][CH2:27]4)[CH:25]=[CH:24][C:9]=3[N:10]=2)[C:23]2[C:18](=[CH:19][CH:20]=[CH:21][CH:22]=2)[CH2:17][CH2:16]1. The yield is 0.490.